Dataset: Peptide-MHC class I binding affinity with 185,985 pairs from IEDB/IMGT. Task: Regression. Given a peptide amino acid sequence and an MHC pseudo amino acid sequence, predict their binding affinity value. This is MHC class I binding data. The peptide sequence is IAARILSEK. The MHC is HLA-A68:01 with pseudo-sequence HLA-A68:01. The binding affinity (normalized) is 0.772.